Dataset: Reaction yield outcomes from USPTO patents with 853,638 reactions. Task: Predict the reaction yield, written as a fraction of the theoretical maximum amount of product (1.0 means a 100% yield; for example, 0.34 means a 34% yield). The product is [Cl:26][C:27]1[CH:32]=[CH:31][CH:30]=[CH:29][C:28]=1[N:33]1[C:5]([C:7]2[C:12](=[O:13])[CH:11]=[CH:10][N:9]([C:14]3[CH:19]=[CH:18][CH:17]=[C:16]([C:20]([F:23])([F:22])[F:21])[CH:15]=3)[N:8]=2)=[CH:4][CH:3]=[N:2]1. The yield is 0.340. The reactants are C[N:2](C)[CH:3]=[CH:4][C:5]([C:7]1[C:12](=[O:13])[CH:11]=[CH:10][N:9]([C:14]2[CH:19]=[CH:18][CH:17]=[C:16]([C:20]([F:23])([F:22])[F:21])[CH:15]=2)[N:8]=1)=O.Cl.[Cl:26][C:27]1[CH:32]=[CH:31][CH:30]=[CH:29][C:28]=1[NH:33]N.CCN(CC)CC. The catalyst is C(O)C.